From a dataset of Reaction yield outcomes from USPTO patents with 853,638 reactions. Predict the reaction yield, written as a fraction of the theoretical maximum amount of product (1.0 means a 100% yield; for example, 0.34 means a 34% yield). (1) The reactants are [Cl:1][C:2]1[CH:15]=[C:14]([N+:16]([O-])=O)[CH:13]=[CH:12][C:3]=1[O:4][CH2:5][C:6]1[CH:11]=[CH:10][CH:9]=[CH:8][N:7]=1.CCOC(C)=O. The catalyst is C(O)(=O)C.[Fe]. The product is [Cl:1][C:2]1[CH:15]=[C:14]([NH2:16])[CH:13]=[CH:12][C:3]=1[O:4][CH2:5][C:6]1[CH:11]=[CH:10][CH:9]=[CH:8][N:7]=1. The yield is 0.520. (2) The reactants are [Br:1][C:2]1[CH:7]=[CH:6][NH:5][C:4](=[O:8])[CH:3]=1.[O:9]1[CH2:13][CH2:12][C@H:11](OS(C2C=CC(C)=CC=2)(=O)=O)[CH2:10]1. The yield is 0.180. The product is [Br:1][C:2]1[CH:7]=[CH:6][N:5]([C@@H:11]2[CH2:12][CH2:13][O:9][CH2:10]2)[C:4](=[O:8])[CH:3]=1. No catalyst specified. (3) The reactants are [CH2:1]([N:8]([C:16]12[CH2:23][CH2:22][C:19]([CH:24]([C:26]3[C:31]([Cl:32])=[CH:30][N:29]=[C:28]4[N:33]([Si:36]([CH:43]([CH3:45])[CH3:44])([CH:40]([CH3:42])[CH3:41])[CH:37]([CH3:39])[CH3:38])[CH:34]=[CH:35][C:27]=34)[OH:25])([CH2:20][CH2:21]1)[CH2:18][CH2:17]2)[C:9](=[O:15])[O:10][C:11]([CH3:14])([CH3:13])[CH3:12])[C:2]1[CH:7]=[CH:6][CH:5]=[CH:4][CH:3]=1.CC(OI1(OC(C)=O)(OC(C)=O)OC(=O)C2C=CC=CC1=2)=O. The catalyst is C(Cl)Cl. The product is [CH2:1]([N:8]([C:16]12[CH2:23][CH2:22][C:19]([C:24]([C:26]3[C:27]4[CH:35]=[CH:34][N:33]([Si:36]([CH:43]([CH3:45])[CH3:44])([CH:37]([CH3:39])[CH3:38])[CH:40]([CH3:41])[CH3:42])[C:28]=4[N:29]=[CH:30][C:31]=3[Cl:32])=[O:25])([CH2:20][CH2:21]1)[CH2:18][CH2:17]2)[C:9](=[O:15])[O:10][C:11]([CH3:13])([CH3:14])[CH3:12])[C:2]1[CH:7]=[CH:6][CH:5]=[CH:4][CH:3]=1. The yield is 0.770. (4) The reactants are [C:1]([C:3]1[CH:12]=[C:11]2[C:6]([CH:7]=[CH:8][C:9](C(O)=O)=[CH:10]2)=[CH:5][CH:4]=1)#[N:2].P(N=[N+]=[N-])(=O)([O:24][C:25]1C=CC=CC=1)OC1C=CC=CC=1.CC[N:37](CC)CC.[CH3:42][C:43]([OH:46])([CH3:45])[CH3:44]. No catalyst specified. The product is [C:1]([C:3]1[CH:12]=[C:11]2[C:6]([CH:7]=[CH:8][C:9]([NH:37][C:25](=[O:24])[O:46][C:43]([CH3:45])([CH3:44])[CH3:42])=[CH:10]2)=[CH:5][CH:4]=1)#[N:2]. The yield is 0.850.